From a dataset of Catalyst prediction with 721,799 reactions and 888 catalyst types from USPTO. Predict which catalyst facilitates the given reaction. The catalyst class is: 38. Product: [CH2:16]([O:15][C:14]1[C:9]([C:4]2[CH:5]=[CH:6][C:7]([F:8])=[CH:2][CH:3]=2)=[CH:10][C:11]([CH2:19][N:29]2[C:33]([CH3:34])=[N:32][N:31]=[N:30]2)=[CH:12][N:13]=1)[CH3:17]. Reactant: F[C:2]1[CH:3]=[C:4]([C:9]2[CH:10]=[C:11]([CH2:19]O)[CH:12]=[N:13][C:14]=2[O:15][CH2:16][CH2:17]C)[CH:5]=[CH:6][C:7]=1[F:8].BrC1C(OCC)=NC=C(C[N:29]2[C:33]([CH3:34])=[N:32][N:31]=[N:30]2)C=1.FC1C=CC(B(O)O)=CC=1.